The task is: Predict the reactants needed to synthesize the given product.. This data is from Full USPTO retrosynthesis dataset with 1.9M reactions from patents (1976-2016). (1) Given the product [CH3:16][O:17][CH2:18][C@@H:19]1[CH2:23][CH2:22][CH2:21][N:20]1[C:13]([C:9]1[CH:10]=[N:11][O:12][C:8]=1[C:5]1[CH:6]=[CH:7][C:2]([CH3:1])=[CH:3][CH:4]=1)=[O:14], predict the reactants needed to synthesize it. The reactants are: [CH3:1][C:2]1[CH:7]=[CH:6][C:5]([C:8]2[O:12][N:11]=[CH:10][C:9]=2[C:13](Cl)=[O:14])=[CH:4][CH:3]=1.[CH3:16][O:17][CH2:18][C@@H:19]1[CH2:23][CH2:22][CH2:21][NH:20]1. (2) Given the product [CH3:1][O:2][C:3](=[O:29])[CH2:4][C@H:5]1[C:9]2[CH:10]=[CH:11][C:12]([O:14][C@H:15]3[C:23]4[C:18](=[C:19]([CH2:34][C:33]5[CH:36]=[CH:37][CH:38]=[CH:39][C:32]=5[F:31])[C:20]([C:24]([F:27])([F:26])[F:25])=[CH:21][CH:22]=4)[CH2:17][CH2:16]3)=[CH:13][C:8]=2[O:7][CH2:6]1, predict the reactants needed to synthesize it. The reactants are: [CH3:1][O:2][C:3](=[O:29])[CH2:4][C@H:5]1[C:9]2[CH:10]=[CH:11][C:12]([O:14][C@H:15]3[C:23]4[C:18](=[C:19](Br)[C:20]([C:24]([F:27])([F:26])[F:25])=[CH:21][CH:22]=4)[CH2:17][CH2:16]3)=[CH:13][C:8]=2[O:7][CH2:6]1.[Cl-].[F:31][C:32]1[CH:39]=[CH:38][CH:37]=[CH:36][C:33]=1[CH2:34][Zn+].